This data is from Forward reaction prediction with 1.9M reactions from USPTO patents (1976-2016). The task is: Predict the product of the given reaction. (1) Given the reactants [CH2:1]([OH:34])[C@H:2]1[O:7][C@H:6]([O:8][C@H:9]2[C@H:14]([OH:15])[C@@H:13]([OH:16])[C@@H:12]([O:17][C@H:18]3[C@H:23]([OH:24])[C@@H:22]([OH:25])[C@@H:21]([OH:26])[O:20][C@@H:19]3[CH2:27][OH:28])[O:11][C@@H:10]2[CH2:29][OH:30])[C@H:5]([OH:31])[C@@H:4]([OH:32])[C@@H:3]1[OH:33], predict the reaction product. The product is: [CH2:1]([OH:34])[C@H:2]1[O:7][C@H:6]([O:34][CH2:1][C@H:2]2[O:7][C@H:6]([O:8][C@H:9]3[C@H:14]([OH:15])[C@@H:13]([OH:16])[C@@H:12]([O:17][C@H:18]4[C@H:23]([OH:24])[C@@H:22]([OH:25])[CH:21]([OH:26])[O:20][C@@H:19]4[CH2:27][OH:28])[O:11][C@@H:10]3[CH2:29][OH:30])[C@H:5]([OH:31])[C@@H:4]([OH:32])[C@@H:3]2[OH:33])[C@H:5]([OH:31])[C@@H:4]([OH:32])[C@@H:3]1[OH:33].[CH2:1]([OH:34])[C@H:2]1[O:7][C@H:6]([O:8][C@H:9]2[C@H:14]([OH:15])[C@@H:13]([OH:16])[C@H:12]([OH:17])[O:11][C@@H:10]2[CH2:29][OH:30])[C@H:5]([OH:31])[C@@H:4]([OH:32])[C@@H:3]1[OH:33]. (2) Given the reactants [CH3:1][Si:2]([CH:5]=[N+:6]=[N-:7])([CH3:4])[CH3:3].C([Li])CCC.[S:13]1[CH:17]=[CH:16][CH:15]=[C:14]1[CH:18]=[C:19](C#N)[C:20]#[N:21].[Cl-].[NH4+], predict the reaction product. The product is: [S:13]1[CH:17]=[CH:16][CH:15]=[C:14]1[C:18]1[C:19]([C:20]#[N:21])=[N:7][NH:6][C:5]=1[Si:2]([CH3:4])([CH3:3])[CH3:1]. (3) Given the reactants [I:1][C:2]1[CH:11]=[CH:10][C:5]([C:6]([O:8]C)=[O:7])=[CH:4][C:3]=1[O:12][CH3:13].[OH-].[Na+].O, predict the reaction product. The product is: [I:1][C:2]1[CH:11]=[CH:10][C:5]([C:6]([OH:8])=[O:7])=[CH:4][C:3]=1[O:12][CH3:13]. (4) Given the reactants [F:1][C:2]1[CH:11]=[C:10]2[C:5](C(O[Si](C)(C)C)(C#N)[CH2:7][CH2:8][O:9]2)=[CH:4][CH:3]=1.[C:19]([OH:22])(=[O:21])[CH3:20], predict the reaction product. The product is: [F:1][C:2]1[CH:11]=[C:10]2[C:5]([CH:20]([C:19]([OH:22])=[O:21])[CH2:7][CH2:8][O:9]2)=[CH:4][CH:3]=1. (5) Given the reactants [NH2:1][C:2]1[CH:3]=[CH:4][C:5]([F:19])=[C:6]([C@:8]2([CH3:18])[C:14]([F:16])([F:15])[CH2:13][O:12][CH2:11][C:10]([NH2:17])=[N:9]2)[CH:7]=1.[Cl:20][C:21]1[C:22]([C:29]([OH:31])=[O:30])=[N:23][CH:24]=[C:25]([C:27]#[N:28])[CH:26]=1, predict the reaction product. The product is: [CH:29]([OH:31])=[O:30].[NH2:17][C:10]1[CH2:11][O:12][CH2:13][C:14]([F:15])([F:16])[C@:8]([C:6]2[CH:7]=[C:2]([NH:1][C:29](=[O:30])[C:22]3[C:21]([Cl:20])=[CH:26][C:25]([C:27]#[N:28])=[CH:24][N:23]=3)[CH:3]=[CH:4][C:5]=2[F:19])([CH3:18])[N:9]=1. (6) Given the reactants [CH3:1][O:2][C:3]1[CH:11]=[C:10]2[C:6]([CH2:7][C:8](=[O:12])[NH:9]2)=[CH:5][CH:4]=1.[CH3:13][S:14]([C:17]1[C:18]([C:25]2[CH:30]=[CH:29][CH:28]=[CH:27][CH:26]=2)=[C:19]([CH:23]=O)[NH:20][C:21]=1[CH3:22])(=[O:16])=[O:15].CC1(C)C(C)(C)OB(C2C=CC=C3C=2C=CN3)O1.N1CCCCC1, predict the reaction product. The product is: [CH3:13][S:14]([C:17]1[C:18]([C:25]2[CH:30]=[CH:29][CH:28]=[CH:27][CH:26]=2)=[C:19](/[CH:23]=[C:7]2\[C:8](=[O:12])[NH:9][C:10]3[C:6]\2=[CH:5][CH:4]=[C:3]([O:2][CH3:1])[CH:11]=3)[NH:20][C:21]=1[CH3:22])(=[O:16])=[O:15].